From a dataset of Blood-brain barrier penetration binary classification data from Martins et al.. Regression/Classification. Given a drug SMILES string, predict its absorption, distribution, metabolism, or excretion properties. Task type varies by dataset: regression for continuous measurements (e.g., permeability, clearance, half-life) or binary classification for categorical outcomes (e.g., BBB penetration, CYP inhibition). Dataset: bbb_martins. (1) The compound is C/C(=C(/CCOC(=O)c1ccccc1)SS/C(CCOC(=O)c1ccccc1)=C(\C)N(C=O)Cc1cnc(C)nc1N)N(C=O)Cc1cnc(C)nc1N. The result is 1 (penetrates BBB). (2) The drug is CNCCCN1c2ccccc2CCc2ccccc21. The result is 1 (penetrates BBB). (3) The compound is Cc1ccc(Cc2cnc(NCCSCc3ccc(C(C)(C)N)o3)[nH]c2=O)cn1. The result is 0 (does not penetrate BBB). (4) The compound is CN(C)C(=O)c1nc(CNC(=O)CN)n(-c2ccc(Cl)cc2C(=O)c2ccccc2Cl)n1. The result is 1 (penetrates BBB). (5) The molecule is CCC(O)C(CC(C)N(C)C)(c1ccccc1)c1ccccc1. The result is 1 (penetrates BBB).